Dataset: Merck oncology drug combination screen with 23,052 pairs across 39 cell lines. Task: Regression. Given two drug SMILES strings and cell line genomic features, predict the synergy score measuring deviation from expected non-interaction effect. (1) Drug 1: Cn1nnc2c(C(N)=O)ncn2c1=O. Drug 2: NC(=O)c1cccc2cn(-c3ccc(C4CCCNC4)cc3)nc12. Cell line: A2780. Synergy scores: synergy=71.4. (2) Drug 1: O=P1(N(CCCl)CCCl)NCCCO1. Drug 2: COC1CC2CCC(C)C(O)(O2)C(=O)C(=O)N2CCCCC2C(=O)OC(C(C)CC2CCC(OP(C)(C)=O)C(OC)C2)CC(=O)C(C)C=C(C)C(O)C(OC)C(=O)C(C)CC(C)C=CC=CC=C1C. Cell line: HT144. Synergy scores: synergy=14.8. (3) Drug 1: O=C(CCCCCCC(=O)Nc1ccccc1)NO. Drug 2: CS(=O)(=O)CCNCc1ccc(-c2ccc3ncnc(Nc4ccc(OCc5cccc(F)c5)c(Cl)c4)c3c2)o1. Cell line: RKO. Synergy scores: synergy=5.89. (4) Drug 1: N.N.O=C(O)C1(C(=O)O)CCC1.[Pt]. Drug 2: Cc1nc(Nc2ncc(C(=O)Nc3c(C)cccc3Cl)s2)cc(N2CCN(CCO)CC2)n1. Cell line: RPMI7951. Synergy scores: synergy=8.74. (5) Cell line: CAOV3. Synergy scores: synergy=70.5. Drug 1: COc1cc(C2c3cc4c(cc3C(OC3OC5COC(C)OC5C(O)C3O)C3COC(=O)C23)OCO4)cc(OC)c1O. Drug 2: O=C(O)C1(Cc2cccc(Nc3nccs3)n2)CCC(Oc2cccc(Cl)c2F)CC1.